Predict the reactants needed to synthesize the given product. From a dataset of Full USPTO retrosynthesis dataset with 1.9M reactions from patents (1976-2016). (1) Given the product [CH3:1][O:2][C:3]1[CH:4]=[CH:5][C:6]([N+:18]([O-:20])=[O:19])=[C:7]([NH:9][S:10]([CH3:13])(=[O:12])=[O:11])[CH:8]=1, predict the reactants needed to synthesize it. The reactants are: [CH3:1][O:2][C:3]1[CH:4]=[CH:5][C:6]([N+:18]([O-:20])=[O:19])=[C:7]([N:9](S(C)(=O)=O)[S:10]([CH3:13])(=[O:12])=[O:11])[CH:8]=1.O1CCCC1.[OH-].[Na+]. (2) The reactants are: [C:1]([C:5]1[CH:10]=[CH:9][C:8]([C:11]2[N:12]([C:31](Cl)=[O:32])[CH:13]([C:24]3[CH:29]=[CH:28][C:27]([Cl:30])=[CH:26][CH:25]=3)[C:14]([C:17]3[CH:22]=[CH:21][C:20]([Cl:23])=[CH:19][CH:18]=3)([CH3:16])[N:15]=2)=[C:7]([O:34][CH2:35][CH3:36])[CH:6]=1)([CH3:4])([CH3:3])[CH3:2].[CH3:37][N:38]([CH3:47])[C:39]([N:41]1[CH2:46][CH2:45][NH:44][CH2:43][CH2:42]1)=[O:40]. Given the product [CH3:37][N:38]([CH3:47])[C:39]([N:41]1[CH2:42][CH2:43][N:44]([C:31]([N:12]2[C@H:13]([C:24]3[CH:25]=[CH:26][C:27]([Cl:30])=[CH:28][CH:29]=3)[C@@:14]([C:17]3[CH:22]=[CH:21][C:20]([Cl:23])=[CH:19][CH:18]=3)([CH3:16])[N:15]=[C:11]2[C:8]2[CH:9]=[CH:10][C:5]([C:1]([CH3:4])([CH3:2])[CH3:3])=[CH:6][C:7]=2[O:34][CH2:35][CH3:36])=[O:32])[CH2:45][CH2:46]1)=[O:40], predict the reactants needed to synthesize it. (3) Given the product [C:1]([C:5]1[N:6]=[C:7]([N:19]2[CH2:20][CH2:21][C:17]([F:22])([F:16])[CH2:18]2)[C:8]2[CH:13]=[CH:12][NH:11][C:9]=2[N:10]=1)([CH3:4])([CH3:3])[CH3:2], predict the reactants needed to synthesize it. The reactants are: [C:1]([C:5]1[N:6]=[C:7](Cl)[C:8]2[CH:13]=[CH:12][NH:11][C:9]=2[N:10]=1)([CH3:4])([CH3:3])[CH3:2].Cl.[F:16][C:17]1([F:22])[CH2:21][CH2:20][NH:19][CH2:18]1.CCN(C(C)C)C(C)C. (4) Given the product [ClH:19].[Cl:19][C:16]1[CH:17]=[CH:18][C:11]2[CH2:10][CH2:9][NH:8][CH2:14][CH2:13][C:12]=2[C:15]=1[S:20][CH:27]([C:29]1[C:34]([CH3:35])=[CH:33][CH:32]=[CH:31][N:30]=1)[CH3:28], predict the reactants needed to synthesize it. The reactants are: C(OC([N:8]1[CH2:14][CH2:13][C:12]2[C:15]([S:20]C(=O)N(C)C)=[C:16]([Cl:19])[CH:17]=[CH:18][C:11]=2[CH2:10][CH2:9]1)=O)(C)(C)C.Br[CH:27]([C:29]1[C:34]([CH3:35])=[CH:33][CH:32]=[CH:31][N:30]=1)[CH3:28].